Dataset: Forward reaction prediction with 1.9M reactions from USPTO patents (1976-2016). Task: Predict the product of the given reaction. (1) The product is: [Br:1][C:2]1[C:3]([N:24]2[CH2:28][CH2:27][C@@H:26]([OH:29])[CH2:25]2)=[N:4][CH:5]=[C:6]([CH:22]=1)[C:7]([NH:9][C:10]1[CH:15]=[CH:14][C:13]([S:16][C:17]([F:20])([F:19])[F:18])=[C:12]([F:21])[CH:11]=1)=[O:8]. Given the reactants [Br:1][C:2]1[C:3](Cl)=[N:4][CH:5]=[C:6]([CH:22]=1)[C:7]([NH:9][C:10]1[CH:15]=[CH:14][C:13]([S:16][C:17]([F:20])([F:19])[F:18])=[C:12]([F:21])[CH:11]=1)=[O:8].[NH:24]1[CH2:28][CH2:27][C@@H:26]([OH:29])[CH2:25]1, predict the reaction product. (2) Given the reactants C([N:8]1[C@@H:13]([CH3:14])[CH2:12][CH2:11][CH2:10][C@@H:9]1[CH:15]=[CH:16][CH2:17][CH3:18])(OC(C)(C)C)=O, predict the reaction product. The product is: [CH:15]([C@H:9]1[CH2:10][CH2:11][CH2:12][C@H:13]([CH3:14])[NH:8]1)=[CH:16][CH2:17][CH3:18]. (3) Given the reactants [NH:1]1[C:9]2[C:4](=[CH:5][C:6]([NH:10][C:11]3[N:20]=[CH:19][C:18]([CH:21]4[CH2:23][CH2:22]4)=[CH:17][C:12]=3[C:13]([O:15]C)=[O:14])=[CH:7][CH:8]=2)[CH:3]=[CH:2]1.CC(C)([O-])C.[K+].Br[CH2:31][CH:32]1[CH2:37][CH2:36][CH2:35][CH2:34][O:33]1.Cl, predict the reaction product. The product is: [CH:21]1([C:18]2[CH:19]=[N:20][C:11]([NH:10][C:6]3[CH:5]=[C:4]4[C:9](=[CH:8][CH:7]=3)[N:1]([CH2:31][CH:32]3[CH2:37][CH2:36][CH2:35][CH2:34][O:33]3)[CH:2]=[CH:3]4)=[C:12]([CH:17]=2)[C:13]([OH:15])=[O:14])[CH2:22][CH2:23]1.